This data is from Reaction yield outcomes from USPTO patents with 853,638 reactions. The task is: Predict the reaction yield, written as a fraction of the theoretical maximum amount of product (1.0 means a 100% yield; for example, 0.34 means a 34% yield). (1) The reactants are [CH2:1]([N:8]1[C:13](=[O:14])[C:12]2[C:15]([CH3:18])=[N:16][S:17][C:11]=2[N:10]=[C:9]1[CH2:19][CH2:20][CH3:21])[C:2]1[CH:7]=[CH:6][CH:5]=[CH:4][CH:3]=1.C([O-])(=O)C.[Na+].[Br:27]Br.CCOC(C)=O. The catalyst is C(O)(=O)C. The product is [CH2:1]([N:8]1[C:13](=[O:14])[C:12]2[C:15]([CH3:18])=[N:16][S:17][C:11]=2[N:10]=[C:9]1[CH:19]([Br:27])[CH2:20][CH3:21])[C:2]1[CH:3]=[CH:4][CH:5]=[CH:6][CH:7]=1. The yield is 1.00. (2) The reactants are [CH:1]([N:4]1[CH2:9][CH2:8][CH:7]([C:10]2[S:11][CH:12]=[C:13]([C:15]([OH:17])=O)[N:14]=2)[CH2:6][CH2:5]1)([CH3:3])[CH3:2].Cl.F[B-](F)(F)F.N1(OC(N(C)C)=[N+](C)C)C2C=CC=CC=2N=N1.[Cl:41][C:42]1[CH:48]=[CH:47][C:45]([NH2:46])=[CH:44][CH:43]=1.C(N(C(C)C)C(C)C)C. The catalyst is CN(C=O)C.C(N(CC)CC)C. The product is [Cl:41][C:42]1[CH:48]=[CH:47][C:45]([NH:46][C:15]([C:13]2[N:14]=[C:10]([CH:7]3[CH2:6][CH2:5][N:4]([CH:1]([CH3:2])[CH3:3])[CH2:9][CH2:8]3)[S:11][CH:12]=2)=[O:17])=[CH:44][CH:43]=1. The yield is 0.290. (3) The reactants are [CH3:13][C:12]([O:11][C:9](O[C:9]([O:11][C:12]([CH3:15])([CH3:14])[CH3:13])=[O:10])=[O:10])([CH3:15])[CH3:14].[NH2:16][C@@H:17]1[CH2:19][C@H:18]1[C:20]1[CH:25]=[CH:24][C:23]([OH:26])=[CH:22][CH:21]=1.CCN(CC)CC. The catalyst is C1COCC1. The product is [OH:26][C:23]1[CH:22]=[CH:21][C:20]([C@@H:18]2[CH2:19][C@H:17]2[NH:16][C:9](=[O:10])[O:11][C:12]([CH3:13])([CH3:14])[CH3:15])=[CH:25][CH:24]=1. The yield is 0.400. (4) The yield is 0.400. The reactants are [Br:1][C:2]1[CH:3]=[C:4]2[C:12](=[CH:13][CH:14]=1)[NH:11][C:10]1[CH:9]([NH2:15])[CH2:8][CH2:7][CH2:6][C:5]2=1.[CH3:16][C:17]([O:20][C:21](O[C:21]([O:20][C:17]([CH3:19])([CH3:18])[CH3:16])=[O:22])=[O:22])([CH3:19])[CH3:18]. The catalyst is CC(C)=O. The product is [C:17]([O:20][C:21](=[O:22])[NH:15][CH:9]1[C:10]2[NH:11][C:12]3[C:4](=[CH:3][C:2]([Br:1])=[CH:14][CH:13]=3)[C:5]=2[CH2:6][CH2:7][CH2:8]1)([CH3:19])([CH3:18])[CH3:16]. (5) The reactants are [O:1]1[CH2:6][CH2:5][CH:4]([C:7]([C:9]2[S:13][C:12]([NH2:14])=[N:11][C:10]=2[C:15]2[O:16][CH:17]=[CH:18][CH:19]=2)=[O:8])[CH2:3][CH2:2]1.[C:20](O)(=[O:27])[C:21]1[CH:26]=[CH:25][N:24]=[CH:23][CH:22]=1.CCN=C=NCCCN(C)C.Cl.O.ON1C2C=CC=CC=2N=N1.C(=O)([O-])O.[Na+]. The catalyst is CN(C=O)C.O. The product is [O:16]1[CH:17]=[CH:18][CH:19]=[C:15]1[C:10]1[N:11]=[C:12]([NH:14][C:20]([C:21]2[CH:26]=[CH:25][N:24]=[CH:23][CH:22]=2)=[O:27])[S:13][C:9]=1[C:7]([CH:4]1[CH2:5][CH2:6][O:1][CH2:2][CH2:3]1)=[O:8]. The yield is 0.480. (6) The reactants are O1CCCC1.C(CC[N:10]1[C:14]([N+:15]([O-:17])=[O:16])=[CH:13][N:12]=[C:11]1[S:18][C:19]1[CH:24]=[CH:23][C:22]([N+:25]([O-:27])=[O:26])=[CH:21][CH:20]=1)#N.Cl.O. The catalyst is C(OCC)(=O)C. The product is [N+:15]([C:14]1[N:10]=[C:11]([S:18][C:19]2[CH:20]=[CH:21][C:22]([N+:25]([O-:27])=[O:26])=[CH:23][CH:24]=2)[NH:12][CH:13]=1)([O-:17])=[O:16]. The yield is 0.910.